This data is from Forward reaction prediction with 1.9M reactions from USPTO patents (1976-2016). The task is: Predict the product of the given reaction. Given the reactants [CH3:1][C:2]1[N:7]=[CH:6][C:5]([C:8]2[CH:13]=[CH:12][C:11]([C:14]3([C:17]([NH:19][NH2:20])=O)[CH2:16][CH2:15]3)=[CH:10][CH:9]=2)=[CH:4][N:3]=1.[Si:21]([O:28][CH2:29][C@:30]1([CH3:39])[S:36][CH2:35][CH2:34][N:33]=[C:32](SC)[CH2:31]1)([C:24]([CH3:27])([CH3:26])[CH3:25])([CH3:23])[CH3:22], predict the reaction product. The product is: [Si:21]([O:28][CH2:29][C@:30]1([CH3:39])[S:36][CH2:35][CH2:34][N:33]2[C:17]([C:14]3([C:11]4[CH:12]=[CH:13][C:8]([C:5]5[CH:6]=[N:7][C:2]([CH3:1])=[N:3][CH:4]=5)=[CH:9][CH:10]=4)[CH2:15][CH2:16]3)=[N:19][N:20]=[C:32]2[CH2:31]1)([C:24]([CH3:27])([CH3:25])[CH3:26])([CH3:22])[CH3:23].